Dataset: Full USPTO retrosynthesis dataset with 1.9M reactions from patents (1976-2016). Task: Predict the reactants needed to synthesize the given product. (1) The reactants are: N#N.[CH3:3][C:4]1([C:9]2[S:13][C:12]([CH2:14][C:15]([NH2:17])=[S:16])=[CH:11][CH:10]=2)[O:8]CCO1.C([CH:20](Br)[C:21](=O)[C:22]([O-:24])=[O:23])C.[CH2:27](O)[CH3:28]. Given the product [CH2:27]([O:24][C:22]([C:21]1[N:17]=[C:15]([CH2:14][C:12]2[S:13][C:9]([C:4](=[O:8])[CH3:3])=[CH:10][CH:11]=2)[S:16][CH:20]=1)=[O:23])[CH3:28], predict the reactants needed to synthesize it. (2) Given the product [CH2:32]([S:1][C:2]1[N:3]([C:14]2[CH:15]=[CH:16][C:17]([O:20][CH2:21][C:22]([F:24])([F:23])[F:25])=[CH:18][CH:19]=2)[C:4](=[O:13])[C:5]2[CH2:11][CH2:10][C:9](=[O:12])[NH:8][C:6]=2[N:7]=1)[CH3:33], predict the reactants needed to synthesize it. The reactants are: [S:1]=[C:2]1[NH:7][C:6]2[NH:8][C:9](=[O:12])[CH2:10][CH2:11][C:5]=2[C:4](=[O:13])[N:3]1[C:14]1[CH:19]=[CH:18][C:17]([O:20][CH2:21][C:22]([F:25])([F:24])[F:23])=[CH:16][CH:15]=1.C(=O)([O-])O.[Na+].I[CH2:32][CH3:33]. (3) Given the product [CH2:33]([O:32][C:30]([C:29]1[CH:20]([C:19]2[CH:22]=[C:23]([O:24][CH3:25])[C:16]([O:15][CH2:12][CH:13]=[CH2:14])=[C:17]([Br:26])[CH:18]=2)[C:2]2[C:1](=[C:10]3[CH:9]=[CH:8][CH:7]=[CH:6][C:5]3=[CH:4][CH:3]=2)[O:11][C:27]=1[NH2:28])=[O:31])[CH3:34], predict the reactants needed to synthesize it. The reactants are: [C:1]1([OH:11])[C:10]2[C:5](=[CH:6][CH:7]=[CH:8][CH:9]=2)[CH:4]=[CH:3][CH:2]=1.[CH2:12]([O:15][C:16]1[C:23]([O:24][CH3:25])=[CH:22][C:19]([CH:20]=O)=[CH:18][C:17]=1[Br:26])[CH:13]=[CH2:14].[C:27]([CH2:29][C:30]([O:32][CH2:33][CH3:34])=[O:31])#[N:28].N1CCCCC1. (4) Given the product [C:2]([O:6][C:7](=[O:17])[C@@H:8]([NH:16][C:27](=[O:28])[CH2:26][Cl:25])[CH2:9][C:10]1[CH:15]=[CH:14][CH:13]=[CH:12][CH:11]=1)([CH3:5])([CH3:3])[CH3:4], predict the reactants needed to synthesize it. The reactants are: Cl.[C:2]([O:6][C:7](=[O:17])[C@@H:8]([NH2:16])[CH2:9][C:10]1[CH:15]=[CH:14][CH:13]=[CH:12][CH:11]=1)([CH3:5])([CH3:4])[CH3:3].C(N(CC)CC)C.[Cl:25][CH2:26][C:27](Cl)=[O:28]. (5) Given the product [NH4+:1].[OH-:29].[CH2:32]([N:34]([CH2:35][CH3:36])[S:28]([NH:1][CH2:2][C:3]1[CH:8]=[N:7][CH:6]=[C:5]([C:9]2[N:10]([CH3:21])[C:11]3[C:16]([C:17]=2[C:18]#[N:19])=[CH:15][CH:14]=[C:13]([Cl:20])[CH:12]=3)[CH:4]=1)(=[O:30])=[O:29])[CH3:33], predict the reactants needed to synthesize it. The reactants are: [NH2:1][CH2:2][C:3]1[CH:4]=[C:5]([C:9]2[N:10]([CH3:21])[C:11]3[C:16]([C:17]=2[C:18]#[N:19])=[CH:15][CH:14]=[C:13]([Cl:20])[CH:12]=3)[CH:6]=[N:7][CH:8]=1.C(N(N[S:28](Cl)(=[O:30])=[O:29])CC)C.[CH2:32]([N:34](CC)[CH2:35][CH3:36])[CH3:33]. (6) Given the product [O-2:14].[Zn+2:2].[CH3:6][C:4]([C:7]1[CH:8]=[CH:9][C:10]([C:13]([CH2:15][C:16]([C:18]2[CH:19]=[CH:20][C:21]([O:24][CH3:25])=[CH:22][CH:23]=2)=[O:17])=[O:14])=[CH:11][CH:12]=1)([CH3:3])[CH3:5], predict the reactants needed to synthesize it. The reactants are: [O-2].[Zn+2:2].[CH3:3][C:4]([C:7]1[CH:8]=[CH:9][C:10]([C:13]([CH2:15][C:16]([C:18]2[CH:19]=[CH:20][C:21]([O:24][CH3:25])=[CH:22][CH:23]=2)=[O:17])=[O:14])=[CH:11][CH:12]=1)([CH3:6])[CH3:5]. (7) Given the product [F:26][C:2]([F:1])([F:27])[C:3]1[CH:4]=[CH:5][C:6]([O:9][C:10]2[CH:11]=[CH:12][C:13]([O:16][C:17]([N:19]3[CH2:24][CH2:23][CH:22]([S:34][C:33]4[N:29]([CH3:28])[N:30]=[N:31][N:32]=4)[CH2:21][CH2:20]3)=[O:18])=[CH:14][CH:15]=2)=[N:7][CH:8]=1, predict the reactants needed to synthesize it. The reactants are: [F:1][C:2]([F:27])([F:26])[C:3]1[CH:4]=[CH:5][C:6]([O:9][C:10]2[CH:15]=[CH:14][C:13]([O:16][C:17]([N:19]3[CH2:24][CH2:23][CH:22](O)[CH2:21][CH2:20]3)=[O:18])=[CH:12][CH:11]=2)=[N:7][CH:8]=1.[CH3:28][N:29]1[C:33]([SH:34])=[N:32][N:31]=[N:30]1.C(OCC)(=O)C.